Dataset: Catalyst prediction with 721,799 reactions and 888 catalyst types from USPTO. Task: Predict which catalyst facilitates the given reaction. The catalyst class is: 10. Reactant: [Cl:1][C:2]1[CH:3]=[C:4]([N:8]2[C:12]([CH2:13][NH:14][C:15](=[O:23])OC3C=CC=CC=3)=[CH:11][C:10]([C:24]([F:27])([F:26])[F:25])=[N:9]2)[CH:5]=[CH:6][CH:7]=1.C(N(CC)CC)C.[NH2:35][C:36]1[CH:37]=[CH:38][C:39]([N:42]2[CH2:45][CH:44]([OH:46])[CH2:43]2)=[N:40][CH:41]=1. Product: [Cl:1][C:2]1[CH:3]=[C:4]([N:8]2[C:12]([CH2:13][NH:14][C:15]([NH:35][C:36]3[CH:41]=[N:40][C:39]([N:42]4[CH2:43][CH:44]([OH:46])[CH2:45]4)=[CH:38][CH:37]=3)=[O:23])=[CH:11][C:10]([C:24]([F:25])([F:26])[F:27])=[N:9]2)[CH:5]=[CH:6][CH:7]=1.